This data is from Catalyst prediction with 721,799 reactions and 888 catalyst types from USPTO. The task is: Predict which catalyst facilitates the given reaction. (1) Reactant: N(C(OCC)=O)=NC(OCC)=O.[C:13]([O:17][C:18]([N:20]1[CH2:24][CH2:23][C@@H:22]([OH:25])[CH2:21]1)=[O:19])([CH3:16])([CH3:15])[CH3:14].O[N:27]1[C:35](=[O:36])[C:34]2[C:29](=[CH:30][CH:31]=[CH:32][CH:33]=2)[C:28]1=[O:37].C1(P(C2C=CC=CC=2)C2C=CC=CC=2)C=CC=CC=1. Product: [O:37]=[C:28]1[C:29]2[C:34](=[CH:33][CH:32]=[CH:31][CH:30]=2)[C:35](=[O:36])[N:27]1[O:25][C@H:22]1[CH2:23][CH2:24][N:20]([C:18]([O:17][C:13]([CH3:16])([CH3:14])[CH3:15])=[O:19])[CH2:21]1. The catalyst class is: 7. (2) Reactant: [Cl:1][C:2]([Cl:13])=[CH:3][CH:4]1[CH:6]([C:7]([O:9]C)=[O:8])[C:5]1([CH3:12])[CH3:11].FC(F)(F)C(O)=O.[OH-].[Na+].O. Product: [Cl:1][C:2]([Cl:13])=[CH:3][CH:4]1[CH:6]([C:7]([OH:9])=[O:8])[C:5]1([CH3:11])[CH3:12]. The catalyst class is: 4.